From a dataset of Full USPTO retrosynthesis dataset with 1.9M reactions from patents (1976-2016). Predict the reactants needed to synthesize the given product. (1) Given the product [Cl:11][C:12]1[C:13]([C:21]([NH2:23])=[O:22])=[N:14][C:15]([CH2:19][CH3:20])=[C:16]([O:10][C:6]2[CH:7]=[CH:8][CH:9]=[C:4]([N+:1]([O-:3])=[O:2])[CH:5]=2)[N:17]=1, predict the reactants needed to synthesize it. The reactants are: [N+:1]([C:4]1[CH:5]=[C:6]([OH:10])[CH:7]=[CH:8][CH:9]=1)([O-:3])=[O:2].[Cl:11][C:12]1[C:13]([C:21]([NH2:23])=[O:22])=[N:14][C:15]([CH2:19][CH3:20])=[C:16](Cl)[N:17]=1.C(N(C(C)C)CC)(C)C.O1CCOCC1. (2) The reactants are: COC(=O)[C:4]1[CH:9]=[CH:8][CH:7]=[CH:6][C:5]=1[O:10][CH2:11][CH2:12][NH:13][CH2:14][CH2:15][NH2:16].[CH3:18][C:19]1([CH3:26])[C@@H:24]([OH:25])[C:22](=[O:23])[O:21][CH2:20]1. Given the product [CH3:20][O:21][C:22](=[O:23])[C:8]1[CH:9]=[CH:4][C:5]([O:10][CH2:11][CH2:12][NH:13][CH2:14][CH2:15][NH:16][C:22](=[O:23])[C@H:24]([OH:25])[C:19]([CH3:26])([CH3:18])[CH2:20][OH:21])=[CH:6][CH:7]=1, predict the reactants needed to synthesize it. (3) Given the product [Br:2][C:3]1[CH:4]=[CH:5][C:6]([N:9]2[CH2:14][CH2:13][N:12]([C:22]([O:24][C:25]([CH3:28])([CH3:27])[CH3:26])=[O:23])[CH2:11][CH2:10]2)=[CH:7][CH:8]=1, predict the reactants needed to synthesize it. The reactants are: Cl.[Br:2][C:3]1[CH:8]=[CH:7][C:6]([N:9]2[CH2:14][CH2:13][NH:12][CH2:11][CH2:10]2)=[CH:5][CH:4]=1.C(N(CC)CC)C.[C:22](O[C:22]([O:24][C:25]([CH3:28])([CH3:27])[CH3:26])=[O:23])([O:24][C:25]([CH3:28])([CH3:27])[CH3:26])=[O:23]. (4) The reactants are: [Cl:1][C:2]1[S:31][C:5]2[NH:6][C:7]([C:9]([NH:11][C@@H:12]3[CH2:20][C:19]4[C:14](=[CH:15][CH:16]=[CH:17][CH:18]=4)[C@H:13]3[N:21]([CH3:30])[C:22]([C@@H:24]3[CH2:28][CH2:27][C:26](=[O:29])[O:25]3)=[O:23])=[O:10])=[CH:8][C:4]=2[CH:3]=1.[NH3:32]. Given the product [Cl:1][C:2]1[S:31][C:5]2[NH:6][C:7]([C:9]([NH:11][C@@H:12]3[CH2:20][C:19]4[C:14](=[CH:15][CH:16]=[CH:17][CH:18]=4)[C@H:13]3[N:21]([CH3:30])[C:22](=[O:23])[C@@H:24]([OH:25])[CH2:28][CH2:27][C:26]([NH2:32])=[O:29])=[O:10])=[CH:8][C:4]=2[CH:3]=1, predict the reactants needed to synthesize it. (5) Given the product [NH2:17][C:15]1[N:16]=[C:11]2[CH:10]=[N:9][C:8]([C:5]3[CH:6]=[CH:7][C:2]([NH:1][C:31](=[O:32])[CH2:30][C:24]4[CH:29]=[CH:28][CH:27]=[CH:26][CH:25]=4)=[CH:3][CH:4]=3)=[CH:13][N:12]2[N:14]=1, predict the reactants needed to synthesize it. The reactants are: [NH2:1][C:2]1[CH:7]=[CH:6][C:5]([C:8]2[N:9]=[CH:10][C:11]3[N:12]([N:14]=[C:15]([NH2:17])[N:16]=3)[CH:13]=2)=[CH:4][CH:3]=1.C(=O)([O-])[O-].[K+].[K+].[C:24]1([CH2:30][C:31](O)=[O:32])[CH:29]=[CH:28][CH:27]=[CH:26][CH:25]=1.CN(C(ON1N=NC2C=CC=NC1=2)=[N+](C)C)C.F[P-](F)(F)(F)(F)F. (6) Given the product [CH2:23]([N:22]([CH2:8][CH2:9][CH2:10][CH2:11][CH2:12][CH2:13][CH2:14][CH2:15][CH2:16][CH2:17][CH2:18][CH2:19][CH2:20][CH3:21])[C:1](=[O:7])[CH2:2][CH2:3][C:4]([OH:6])=[O:5])[CH2:24][CH2:25][CH2:26][CH2:27][CH2:28][CH2:29][CH2:30][CH2:31][CH2:32][CH2:33][CH2:34][CH2:35][CH3:36], predict the reactants needed to synthesize it. The reactants are: [C:1]1(=[O:7])[O:6][C:4](=[O:5])[CH2:3][CH2:2]1.[CH2:8]([NH:22][CH2:23][CH2:24][CH2:25][CH2:26][CH2:27][CH2:28][CH2:29][CH2:30][CH2:31][CH2:32][CH2:33][CH2:34][CH2:35][CH3:36])[CH2:9][CH2:10][CH2:11][CH2:12][CH2:13][CH2:14][CH2:15][CH2:16][CH2:17][CH2:18][CH2:19][CH2:20][CH3:21].